This data is from Peptide-MHC class I binding affinity with 185,985 pairs from IEDB/IMGT. The task is: Regression. Given a peptide amino acid sequence and an MHC pseudo amino acid sequence, predict their binding affinity value. This is MHC class I binding data. (1) The peptide sequence is TEVETYVLSI. The MHC is HLA-B40:02 with pseudo-sequence HLA-B40:02. The binding affinity (normalized) is 0.513. (2) The peptide sequence is YRATYSMAL. The MHC is HLA-A26:01 with pseudo-sequence HLA-A26:01. The binding affinity (normalized) is 0.0847. (3) The peptide sequence is AITNAKII. The MHC is H-2-Db with pseudo-sequence H-2-Db. The binding affinity (normalized) is 0.0759. (4) The binding affinity (normalized) is 0.0847. The peptide sequence is MTFPLHFRS. The MHC is HLA-B18:01 with pseudo-sequence HLA-B18:01. (5) The peptide sequence is FTFSSYGMH. The MHC is HLA-B08:01 with pseudo-sequence HLA-B08:01. The binding affinity (normalized) is 0. (6) The peptide sequence is RRHWGGNVL. The MHC is HLA-A01:01 with pseudo-sequence HLA-A01:01. The binding affinity (normalized) is 0.0847.